This data is from Forward reaction prediction with 1.9M reactions from USPTO patents (1976-2016). The task is: Predict the product of the given reaction. Given the reactants [CH3:1][O:2][C:3](=[O:26])[CH2:4][CH2:5][S:6][CH2:7][C:8]1[CH:13]=[CH:12][C:11]([C:14]2[O:18][N:17]=[CH:16][C:15]=2[C:19]([O:21]C(C)(C)C)=[O:20])=[CH:10][CH:9]=1.Cl, predict the reaction product. The product is: [CH3:1][O:2][C:3](=[O:26])[CH2:4][CH2:5][S:6][CH2:7][C:8]1[CH:13]=[CH:12][C:11]([C:14]2[O:18][N:17]=[CH:16][C:15]=2[C:19]([OH:21])=[O:20])=[CH:10][CH:9]=1.